From a dataset of Full USPTO retrosynthesis dataset with 1.9M reactions from patents (1976-2016). Predict the reactants needed to synthesize the given product. (1) Given the product [Cl:18][C:11]1[C:12]([N:14]([CH2:16][CH3:17])[CH3:15])=[CH:13][C:8]2[N:7]=[C:28]([C:29]3[CH:34]=[CH:33][CH:32]=[C:31]([C:35]4[S:36][CH:37]=[C:38]([CH2:40][OH:41])[N:39]=4)[CH:30]=3)[CH2:27][C:26](=[O:49])[NH:19][C:9]=2[CH:10]=1, predict the reactants needed to synthesize it. The reactants are: C(OC(=O)[NH:7][C:8]1[CH:13]=[C:12]([N:14]([CH2:16][CH3:17])[CH3:15])[C:11]([Cl:18])=[CH:10][C:9]=1[NH2:19])(C)(C)C.C(O[C:26](=[O:49])[CH2:27][C:28](=O)[C:29]1[CH:34]=[CH:33][CH:32]=[C:31]([C:35]2[S:36][CH:37]=[C:38]([CH2:40][O:41]C3CCCCO3)[N:39]=2)[CH:30]=1)(C)(C)C.C(O)(C(F)(F)F)=O. (2) Given the product [CH3:1][O:2][C:3]1[CH:4]=[C:5]([CH:11]=[CH:12][C:13]=1[O:14][CH2:15][C@@H:16]1[CH2:20][CH2:19][CH2:18][NH:17]1)[C:6]([O:8][CH2:9][CH3:10])=[O:7], predict the reactants needed to synthesize it. The reactants are: [CH3:1][O:2][C:3]1[CH:4]=[C:5]([CH:11]=[CH:12][C:13]=1[O:14][CH2:15][C@@H:16]1[CH2:20][CH2:19][CH2:18][N:17]1C(OC(C)(C)C)=O)[C:6]([O:8][CH2:9][CH3:10])=[O:7].